From a dataset of Forward reaction prediction with 1.9M reactions from USPTO patents (1976-2016). Predict the product of the given reaction. (1) Given the reactants Cl[C:2]1[CH:31]=[CH:30][C:5]2[N:6]3[C:17]4[CH:18]=[C:19]([CH2:26][CH:27]([CH3:29])[CH3:28])[C:20]([CH2:22][CH:23]([CH3:25])[CH3:24])=[CH:21][C:16]=4[N:15]=[C:7]3[C:8]3[CH:9]=[CH:10][C:11]([CH3:14])=[N:12][C:13]=3[C:4]=2[CH:3]=1.[CH3:32][C:33]1[CH:38]=[CH:37][CH:36]=[C:35]([CH3:39])[C:34]=1B(O)O.O.P([O-])([O-])([O-])=O.[K+].[K+].[K+].CC(C1C=C(C(C)C)C(C2C=CC=CC=2P(C2CCCCC2)C2CCCCC2)=C(C(C)C)C=1)C, predict the reaction product. The product is: [CH3:32][C:33]1[CH:38]=[CH:37][CH:36]=[C:35]([CH3:39])[C:34]=1[C:2]1[CH:31]=[CH:30][C:5]2[N:6]3[C:17]4[CH:18]=[C:19]([CH2:26][CH:27]([CH3:29])[CH3:28])[C:20]([CH2:22][CH:23]([CH3:25])[CH3:24])=[CH:21][C:16]=4[N:15]=[C:7]3[C:8]3[CH:9]=[CH:10][C:11]([CH3:14])=[N:12][C:13]=3[C:4]=2[CH:3]=1. (2) Given the reactants I[C:2]1[CH:10]=[CH:9][C:5]([C:6]([OH:8])=[O:7])=[CH:4][CH:3]=1.[CH:11]1[CH2:15][CH2:14][CH2:13][CH:12]=1.CCN(CC)CC.CC1C=CC=CC=1P(C1C=CC=CC=1C)C1C=CC=CC=1C, predict the reaction product. The product is: [C:11]1([C:2]2[CH:10]=[CH:9][C:5]([C:6]([OH:8])=[O:7])=[CH:4][CH:3]=2)[CH2:15][CH2:14][CH2:13][CH:12]=1. (3) Given the reactants [C:1]([O:5][C:6](=[O:28])[NH:7][CH:8]1[CH2:13][CH2:12][N:11]([CH2:14][CH2:15][N:16]2[C:25]3[C:20](=[CH:21][CH:22]=[C:23](Br)[CH:24]=3)[CH:19]=[CH:18][C:17]2=[O:27])[CH2:10][CH2:9]1)([CH3:4])([CH3:3])[CH3:2].[C-:29]#[N:30].[K+].C1(P(C2C=CC=CC=2)C2C3OC4C(=CC=CC=4P(C4C=CC=CC=4)C4C=CC=CC=4)C(C)(C)C=3C=CC=2)C=CC=CC=1, predict the reaction product. The product is: [C:1]([O:5][C:6](=[O:28])[NH:7][CH:8]1[CH2:13][CH2:12][N:11]([CH2:14][CH2:15][N:16]2[C:25]3[C:20](=[CH:21][CH:22]=[C:23]([C:29]#[N:30])[CH:24]=3)[CH:19]=[CH:18][C:17]2=[O:27])[CH2:10][CH2:9]1)([CH3:4])([CH3:3])[CH3:2]. (4) Given the reactants Cl[C:2]1[CH:3]=[CH:4][C:5]2[N:6]([C:8]([CH:11]([C:13]3[CH:14]=[C:15]4[C:20](=[CH:21][C:22]=3[F:23])[N:19]=[CH:18][CH:17]=[CH:16]4)[CH3:12])=[CH:9][N:10]=2)[N:7]=1.C([Sn](CCCC)(CCCC)[C:29]([O:31]CC)=[CH2:30])CCC.Cl.O, predict the reaction product. The product is: [F:23][C:22]1[CH:21]=[C:20]2[C:15]([CH:16]=[CH:17][CH:18]=[N:19]2)=[CH:14][C:13]=1[CH:11]([C:8]1[N:6]2[N:7]=[C:2]([C:29](=[O:31])[CH3:30])[CH:3]=[CH:4][C:5]2=[N:10][CH:9]=1)[CH3:12]. (5) Given the reactants N1C=CC=CC=1.[F:7][C:8]([F:21])([F:20])[S:9]([O:12]S(C(F)(F)F)(=O)=O)(=[O:11])=[O:10].[CH2:22]1[CH2:32][C:30](=O)[C:29]2[C:24](=[CH:25][CH:26]=[CH:27][CH:28]=2)[CH2:23]1.C(=O)([O-])O.[Na+], predict the reaction product. The product is: [F:7][C:8]([F:21])([F:20])[S:9]([O:12][C:23]1[C:24]2[C:29](=[CH:28][CH:27]=[CH:26][CH:25]=2)[CH2:30][CH2:32][CH:22]=1)(=[O:11])=[O:10]. (6) Given the reactants C([O:4][CH2:5][C:6]1[C:7]([N:33]2[CH2:45][CH2:44][N:36]3[C:37]4[CH2:38][CH2:39][CH2:40][CH2:41][C:42]=4[CH:43]=[C:35]3[C:34]2=[O:46])=[N:8][CH:9]=[CH:10][C:11]=1[C:12]1[CH:17]=[C:16]([NH:18][C:19]2[CH:30]=[C:22]3[CH2:23][N:24]([C:27](=[O:29])[CH3:28])[CH2:25][CH2:26][N:21]3[N:20]=2)[C:15](=[O:31])[N:14]([CH3:32])[CH:13]=1)(=O)C.[OH-].[Li+], predict the reaction product. The product is: [C:27]([N:24]1[CH2:25][CH2:26][N:21]2[N:20]=[C:19]([NH:18][C:16]3[C:15](=[O:31])[N:14]([CH3:32])[CH:13]=[C:12]([C:11]4[CH:10]=[CH:9][N:8]=[C:7]([N:33]5[CH2:45][CH2:44][N:36]6[C:37]7[CH2:38][CH2:39][CH2:40][CH2:41][C:42]=7[CH:43]=[C:35]6[C:34]5=[O:46])[C:6]=4[CH2:5][OH:4])[CH:17]=3)[CH:30]=[C:22]2[CH2:23]1)(=[O:29])[CH3:28].